The task is: Predict the reaction yield, written as a fraction of the theoretical maximum amount of product (1.0 means a 100% yield; for example, 0.34 means a 34% yield).. This data is from Reaction yield outcomes from USPTO patents with 853,638 reactions. (1) The reactants are [CH3:1][C:2]1([CH3:14])[O:7][CH2:6][C:5]2=[CH:8][C:9]([N+:11]([O-])=O)=[N:10][N:4]2[CH2:3]1. The catalyst is [Pd].CO. The product is [CH3:1][C:2]1([CH3:14])[O:7][CH2:6][C:5]2=[CH:8][C:9]([NH2:11])=[N:10][N:4]2[CH2:3]1. The yield is 0.930. (2) No catalyst specified. The product is [NH2:1][S:2]([C:5]1[CH:6]=[CH:7][C:8]([C:9]([O:11][CH3:18])=[O:10])=[CH:12][CH:13]=1)(=[O:3])=[O:4]. The reactants are [NH2:1][S:2]([C:5]1[CH:13]=[CH:12][C:8]([C:9]([OH:11])=[O:10])=[CH:7][CH:6]=1)(=[O:4])=[O:3].S(Cl)(Cl)=O.[CH3:18]O. The yield is 0.750. (3) The reactants are [CH3:1][C:2]1[CH:10]=[C:9]([N+:11]([O-:13])=[O:12])[CH:8]=[CH:7][C:3]=1[C:4]([OH:6])=[O:5].[C:14](Cl)(=O)C(Cl)=O.CO. The catalyst is C(Cl)Cl.CN(C=O)C. The product is [CH3:1][C:2]1[CH:10]=[C:9]([N+:11]([O-:13])=[O:12])[CH:8]=[CH:7][C:3]=1[C:4]([O:6][CH3:14])=[O:5]. The yield is 1.00. (4) The reactants are FC(F)(F)S(O[C:7]1[CH:12]=[C:11]([O:13][CH3:14])[C:10]([CH3:15])=[C:9]([O:16][CH3:17])[CH:8]=1)(=O)=O.[O:20]1[CH:24]=[CH:23][CH:22]=[C:21]1B(O)O.[Li+].[Cl-].C([O-])([O-])=O.[Na+].[Na+]. The catalyst is COCCOC.C1C=CC([P]([Pd]([P](C2C=CC=CC=2)(C2C=CC=CC=2)C2C=CC=CC=2)([P](C2C=CC=CC=2)(C2C=CC=CC=2)C2C=CC=CC=2)[P](C2C=CC=CC=2)(C2C=CC=CC=2)C2C=CC=CC=2)(C2C=CC=CC=2)C2C=CC=CC=2)=CC=1. The product is [CH3:17][O:16][C:9]1[CH:8]=[C:7]([C:21]2[O:20][CH:24]=[CH:23][CH:22]=2)[CH:12]=[C:11]([O:13][CH3:14])[C:10]=1[CH3:15]. The yield is 0.770. (5) The reactants are [CH3:1][C:2]1[CH:3]=[C:4]([C:12]2[CH:17]=[C:16]([C:18]([F:21])([F:20])[F:19])[N:15]3[N:22]=[CH:23][CH:24]=[C:14]3[N:13]=2)[CH:5]=[CH:6][C:7]=1[C:8]([F:11])([F:10])[F:9].C([O-])(=O)C.[Na+].[I:30]Cl. The catalyst is C(O)(=O)C.O. The product is [I:30][C:24]1[CH:23]=[N:22][N:15]2[C:16]([C:18]([F:21])([F:19])[F:20])=[CH:17][C:12]([C:4]3[CH:5]=[CH:6][C:7]([C:8]([F:9])([F:10])[F:11])=[C:2]([CH3:1])[CH:3]=3)=[N:13][C:14]=12. The yield is 0.840. (6) The reactants are O=P(Cl)(Cl)Cl.[NH2:6][C:7]1[CH:28]=[CH:27][CH:26]=[C:25]([F:29])[C:8]=1[CH2:9][CH2:10][C@H:11]1[CH2:15][O:14][C:13]([CH3:17])([CH3:16])[N:12]1[C:18]([O:20][C:21]([CH3:24])([CH3:23])[CH3:22])=[O:19].[CH2:30]([O:37][CH:38]([CH:42]([C:49]1[CH:54]=[CH:53][CH:52]=[CH:51][CH:50]=1)[C:43]1[CH:48]=[CH:47][CH:46]=[CH:45][CH:44]=1)[C:39](O)=[O:40])[C:31]1[CH:36]=[CH:35][CH:34]=[CH:33][CH:32]=1. The catalyst is N1C=CC=CC=1. The product is [CH2:30]([O:37][CH:38]([CH:42]([C:49]1[CH:54]=[CH:53][CH:52]=[CH:51][CH:50]=1)[C:43]1[CH:44]=[CH:45][CH:46]=[CH:47][CH:48]=1)[C:39]([NH:6][C:7]1[CH:28]=[CH:27][CH:26]=[C:25]([F:29])[C:8]=1[CH2:9][CH2:10][C@H:11]1[CH2:15][O:14][C:13]([CH3:16])([CH3:17])[N:12]1[C:18]([O:20][C:21]([CH3:24])([CH3:22])[CH3:23])=[O:19])=[O:40])[C:31]1[CH:32]=[CH:33][CH:34]=[CH:35][CH:36]=1. The yield is 0.549. (7) The reactants are [Br:1][CH2:2][CH2:3][CH2:4][OH:5].[C:6]([Si:10](Cl)([CH3:12])[CH3:11])([CH3:9])([CH3:8])[CH3:7].N1C=CN=C1. No catalyst specified. The product is [Br:1][CH2:2][CH2:3][CH2:4][O:5][Si:10]([C:6]([CH3:9])([CH3:8])[CH3:7])([CH3:12])[CH3:11]. The yield is 0.930. (8) The reactants are [C:1]([OH:7])([C:3]([F:6])([F:5])[F:4])=[O:2].[CH3:8][C:9]1[N:14]=[C:13]([C:15]2[S:19][C:18]([C:20]([O:22]C(C)(C)C)=[O:21])=[N:17][CH:16]=2)[CH:12]=[CH:11][N:10]=1. The catalyst is C(Cl)Cl. The yield is 0.870. The product is [F:4][C:3]([F:6])([F:5])[C:1]([OH:7])=[O:2].[CH3:8][C:9]1[N:14]=[C:13]([C:15]2[S:19][C:18]([C:20]([OH:22])=[O:21])=[N:17][CH:16]=2)[CH:12]=[CH:11][N:10]=1. (9) The reactants are [Cl:1][C:2]1[C:11]([C:12]2[CH:17]=[CH:16][CH:15]=[CH:14][N:13]=2)=[CH:10][C:9]2[N:8]([CH2:18][C:19]([F:22])([F:21])[F:20])[C:7](=[O:23])[C:6]3[CH:24]=[N:25][NH:26][C:5]=3[C:4]=2[CH:3]=1.Cl.O1CCOCC1. The catalyst is C(Cl)Cl.CO. The product is [ClH:1].[Cl:1][C:2]1[C:11]([C:12]2[CH:17]=[CH:16][CH:15]=[CH:14][N:13]=2)=[CH:10][C:9]2[N:8]([CH2:18][C:19]([F:21])([F:22])[F:20])[C:7](=[O:23])[C:6]3[CH:24]=[N:25][NH:26][C:5]=3[C:4]=2[CH:3]=1. The yield is 0.720.